Dataset: Forward reaction prediction with 1.9M reactions from USPTO patents (1976-2016). Task: Predict the product of the given reaction. (1) Given the reactants [F:1][C:2]1[CH:7]=[C:6]([O:8][CH3:9])[C:5]([F:10])=[CH:4][C:3]=1B(O)O.I[C:15]1[C:23]2[C:18](=[N:19][CH:20]=[N:21][C:22]=2[NH2:24])[N:17]([CH:25]([CH3:27])[CH3:26])[N:16]=1.C([O-])([O-])=O.[Na+].[Na+], predict the reaction product. The product is: [F:1][C:2]1[CH:7]=[C:6]([O:8][CH3:9])[C:5]([F:10])=[CH:4][C:3]=1[C:15]1[C:23]2[C:18](=[N:19][CH:20]=[N:21][C:22]=2[NH2:24])[N:17]([CH:25]([CH3:27])[CH3:26])[N:16]=1. (2) The product is: [CH:67]([O:66][C:64]1[N:65]=[C:26]([CH:11]2[CH2:12][CH:13]([C:15]3[CH:20]=[CH:19][C:18]([O:21][C:22]([F:25])([F:24])[F:23])=[CH:17][CH:16]=3)[CH2:14][N:9]([C:7]([N:1]3[CH2:2][CH2:3][S:4][CH2:5][CH2:6]3)=[O:8])[CH2:10]2)[O:28][N:63]=1)([CH3:69])[CH3:68]. Given the reactants [N:1]1([C:7]([N:9]2[CH2:14][CH:13]([C:15]3[CH:20]=[CH:19][C:18]([O:21][C:22]([F:25])([F:24])[F:23])=[CH:17][CH:16]=3)[CH2:12][CH:11]([C:26]([OH:28])=O)[CH2:10]2)=[O:8])[CH2:6][CH2:5][S:4][CH2:3][CH2:2]1.CN(C(ON1N=NC2C=CC=NC1=2)=[N+](C)C)C.F[P-](F)(F)(F)(F)F.CCN(C(C)C)C(C)C.O[N:63]=[C:64]([O:66][CH:67]([CH3:69])[CH3:68])[NH2:65], predict the reaction product. (3) Given the reactants [C:1]1([OH:7])[CH:6]=[CH:5][CH:4]=[CH:3][CH:2]=1.[H-].[Na+].Cl.Cl[CH2:12][C:13]1[N:17]2[CH:18]=[CH:19][CH:20]=[CH:21][C:16]2=[N:15][C:14]=1[C:22]([O:24][CH2:25][CH3:26])=[O:23].C(N(CC)CC)C, predict the reaction product. The product is: [O:7]([CH2:12][C:13]1[N:17]2[CH:18]=[CH:19][CH:20]=[CH:21][C:16]2=[N:15][C:14]=1[C:22]([O:24][CH2:25][CH3:26])=[O:23])[C:1]1[CH:6]=[CH:5][CH:4]=[CH:3][CH:2]=1. (4) Given the reactants [NH2:1][C:2]1[C:7]([C:8]#[N:9])=[C:6]([C:10]2[CH:11]=[C:12]([CH:16]=[CH:17][CH:18]=2)[C:13]([OH:15])=[O:14])[CH:5]=[C:4]([C:19]2[CH:24]=[CH:23][CH:22]=[CH:21][C:20]=2[O:25]CC2C=CC(OC)=CC=2)[N:3]=1.FC(F)(F)C(O)=O.C1(OC)C=CC=CC=1.O, predict the reaction product. The product is: [NH2:1][C:2]1[N:3]=[C:4]([C:19]2[CH:24]=[CH:23][CH:22]=[CH:21][C:20]=2[OH:25])[CH:5]=[C:6]([C:10]2[CH:18]=[CH:17][CH:16]=[C:12]([C:13]([OH:15])=[O:14])[CH:11]=2)[C:7]=1[C:8]#[N:9]. (5) The product is: [Cl:1][C:2]1[C:3]([S:33]([CH2:36][CH3:37])(=[O:34])=[O:35])=[C:4]([CH:29]=[C:30]([Cl:32])[CH:31]=1)[CH2:5][N:6]1[C:15](=[O:16])[C:14]2[C:9](=[CH:10][C:11]([CH2:21][N:22]3[CH2:23][CH2:24][N:25]([CH3:40])[CH2:26][CH2:27]3)=[C:12]([C:17]([F:18])([F:19])[F:20])[CH:13]=2)[NH:8][C:7]1=[O:28]. Given the reactants [Cl:1][C:2]1[C:3]([S:33]([CH2:36][CH3:37])(=[O:35])=[O:34])=[C:4]([CH:29]=[C:30]([Cl:32])[CH:31]=1)[CH2:5][N:6]1[C:15](=[O:16])[C:14]2[C:9](=[CH:10][C:11]([CH2:21][N:22]3[CH2:27][CH2:26][NH:25][CH2:24][CH2:23]3)=[C:12]([C:17]([F:20])([F:19])[F:18])[CH:13]=2)[NH:8][C:7]1=[O:28].C=O.[C:40](=O)(O)[O-].[Na+].ClCCl, predict the reaction product.